The task is: Regression/Classification. Given a drug SMILES string, predict its absorption, distribution, metabolism, or excretion properties. Task type varies by dataset: regression for continuous measurements (e.g., permeability, clearance, half-life) or binary classification for categorical outcomes (e.g., BBB penetration, CYP inhibition). Dataset: rlm.. This data is from Rat liver microsome stability data. (1) The molecule is C=C(C)[C@@H]1CC[C@]2(NC(=O)CN3CCS(=O)(=O)CC3)CC[C@]3(C)[C@H](CC[C@@H]4[C@@]5(C)CC=C(c6ccc(C(=O)O)cc6)C(C)(C)[C@@H]5CC[C@]43C)[C@@H]12. The result is 0 (unstable in rat liver microsomes). (2) The drug is CS(=O)(=O)N1CCN(CC(O)CN2CCC(CNC(=O)c3cccc4[nH]c(C5CC5)nc34)CC2)CC1. The result is 0 (unstable in rat liver microsomes). (3) The compound is COc1ccc(Cl)cc1C(=O)NCCc1ccc(S(N)(=O)=O)cc1. The result is 0 (unstable in rat liver microsomes). (4) The compound is Cc1cc(CN(C)C)ccc1C(=O)Cn1ncc(OCc2ccc(Cl)cn2)cc1=O. The result is 0 (unstable in rat liver microsomes).